This data is from Catalyst prediction with 721,799 reactions and 888 catalyst types from USPTO. The task is: Predict which catalyst facilitates the given reaction. Reactant: [NH3:1].Cl[C:3]1[CH:8]=[C:7]([C:9]2[CH:14]=[CH:13][CH:12]=[CH:11][C:10]=2[O:15][CH3:16])[N:6]=[CH:5][N:4]=1. Product: [CH3:16][O:15][C:10]1[CH:11]=[CH:12][CH:13]=[CH:14][C:9]=1[C:7]1[N:6]=[CH:5][N:4]=[C:3]([NH2:1])[CH:8]=1. The catalyst class is: 12.